This data is from Merck oncology drug combination screen with 23,052 pairs across 39 cell lines. The task is: Regression. Given two drug SMILES strings and cell line genomic features, predict the synergy score measuring deviation from expected non-interaction effect. (1) Drug 1: NC(=O)c1cccc2cn(-c3ccc(C4CCCNC4)cc3)nc12. Drug 2: CCc1c2c(nc3ccc(O)cc13)-c1cc3c(c(=O)n1C2)COC(=O)C3(O)CC. Cell line: RPMI7951. Synergy scores: synergy=32.0. (2) Drug 1: Nc1ccn(C2OC(CO)C(O)C2(F)F)c(=O)n1. Drug 2: CNC(=O)c1cc(Oc2ccc(NC(=O)Nc3ccc(Cl)c(C(F)(F)F)c3)cc2)ccn1. Cell line: NCIH1650. Synergy scores: synergy=-15.3. (3) Drug 2: O=C(CCCCCCC(=O)Nc1ccccc1)NO. Cell line: OVCAR3. Drug 1: O=S1(=O)NC2(CN1CC(F)(F)F)C1CCC2Cc2cc(C=CCN3CCC(C(F)(F)F)CC3)ccc2C1. Synergy scores: synergy=30.1. (4) Drug 1: CN1C(=O)C=CC2(C)C3CCC4(C)C(NC(=O)OCC(F)(F)F)CCC4C3CCC12. Drug 2: CCC1(O)CC2CN(CCc3c([nH]c4ccccc34)C(C(=O)OC)(c3cc4c(cc3OC)N(C)C3C(O)(C(=O)OC)C(OC(C)=O)C5(CC)C=CCN6CCC43C65)C2)C1. Cell line: OV90. Synergy scores: synergy=-20.7. (5) Drug 1: NC1(c2ccc(-c3nc4ccn5c(=O)[nH]nc5c4cc3-c3ccccc3)cc2)CCC1. Drug 2: Cn1c(=O)n(-c2ccc(C(C)(C)C#N)cc2)c2c3cc(-c4cnc5ccccc5c4)ccc3ncc21. Cell line: T47D. Synergy scores: synergy=84.5. (6) Drug 1: N.N.O=C(O)C1(C(=O)O)CCC1.[Pt]. Drug 2: CCN(CC)CCNC(=O)c1c(C)[nH]c(C=C2C(=O)Nc3ccc(F)cc32)c1C. Cell line: SW837. Synergy scores: synergy=-12.9.